The task is: Predict the reactants needed to synthesize the given product.. This data is from Full USPTO retrosynthesis dataset with 1.9M reactions from patents (1976-2016). (1) Given the product [Cl:27][C:28]1[C:33]([Cl:34])=[CH:32][N:31]=[C:30]([NH:35][C:1]([N:22]2[C:23]3[C:18](=[CH:17][CH:16]=[C:15]([CH:14]=[O:25])[N:24]=3)[CH2:19][CH2:20][CH2:21]2)=[O:2])[CH:29]=1, predict the reactants needed to synthesize it. The reactants are: [C:1](Cl)(Cl)=[O:2].C(N(CC)CC)C.CO[CH:14]([O:25]C)[C:15]1[N:24]=[C:23]2[C:18]([CH2:19][CH2:20][CH2:21][NH:22]2)=[CH:17][CH:16]=1.[Cl:27][C:28]1[C:33]([Cl:34])=[CH:32][N:31]=[C:30]([NH2:35])[CH:29]=1.Cl. (2) Given the product [N:29]1[C:28]2[C:23](=[N:24][CH:25]=[CH:26][CH:27]=2)[O:22][C:21]=1[N:18]1[CH2:17][CH2:16][N:15]([C:13]2[CH:12]=[CH:11][N:10]=[C:9]([C@H:7]([OH:6])[CH3:8])[N:14]=2)[CH2:20][CH2:19]1, predict the reactants needed to synthesize it. The reactants are: C([O:6][C@@H:7]([C:9]1[N:14]=[C:13]([N:15]2[CH2:20][CH2:19][N:18]([C:21]3[O:22][C:23]4[C:28]([N:29]=3)=[CH:27][CH:26]=[CH:25][N:24]=4)[CH2:17][CH2:16]2)[CH:12]=[CH:11][N:10]=1)[CH3:8])(=O)CCC.Cl.[OH-].[Na+]. (3) Given the product [CH:1]1([CH:7]([NH:21][C:22]2[CH:30]=[CH:29][C:25]([C:26]([NH:38][CH2:37][CH2:36][C:35]([O:34][CH2:32][CH3:33])=[O:39])=[O:27])=[CH:24][CH:23]=2)[C:8]2[O:9][C:10]3[CH:19]=[CH:18][C:17]([F:20])=[CH:16][C:11]=3[C:12]=2[CH2:13][O:14][CH3:15])[CH2:6][CH2:5][CH2:4][CH2:3][CH2:2]1, predict the reactants needed to synthesize it. The reactants are: [CH:1]1([CH:7]([NH:21][C:22]2[CH:30]=[CH:29][C:25]([C:26](O)=[O:27])=[CH:24][CH:23]=2)[C:8]2[O:9][C:10]3[CH:19]=[CH:18][C:17]([F:20])=[CH:16][C:11]=3[C:12]=2[CH2:13][O:14][CH3:15])[CH2:6][CH2:5][CH2:4][CH2:3][CH2:2]1.Cl.[CH2:32]([O:34][C:35](=[O:39])[CH2:36][CH2:37][NH2:38])[CH3:33].O.ON1C2C=CC=CC=2N=N1.Cl.C(N=C=NCCCN(C)C)C.[Cl-].[NH4+]. (4) The reactants are: [C:1](=[O:20])([O:12][CH2:13][C:14]1[CH:19]=[CH:18][N:17]=[CH:16][CH:15]=1)OC1C=CC([N+]([O-])=O)=CC=1.[NH2:21][C@@H:22]([CH2:27][OH:28])[CH2:23][CH:24]([CH3:26])[CH3:25]. Given the product [OH:28][CH2:27][C@H:22]([NH:21][C:1](=[O:20])[O:12][CH2:13][C:14]1[CH:15]=[CH:16][N:17]=[CH:18][CH:19]=1)[CH2:23][CH:24]([CH3:26])[CH3:25], predict the reactants needed to synthesize it. (5) Given the product [CH3:1][O:2][C:3](=[O:14])[CH2:4][C:5]1[CH:10]=[C:9]([CH:15]2[CH2:17][CH2:16]2)[C:8]([CH3:12])=[CH:7][C:6]=1[CH3:13], predict the reactants needed to synthesize it. The reactants are: [CH3:1][O:2][C:3](=[O:14])[CH2:4][C:5]1[CH:10]=[C:9](Br)[C:8]([CH3:12])=[CH:7][C:6]=1[CH3:13].[CH:15]1(B(O)O)[CH2:17][CH2:16]1. (6) Given the product [Cl:9][C:6]1[S:5][C:4]([C:1](=[O:3])[CH2:2][C:12]([O:13][CH2:14][CH3:15])=[O:16])=[CH:8][CH:7]=1, predict the reactants needed to synthesize it. The reactants are: [C:1]([C:4]1[S:5][C:6]([Cl:9])=[CH:7][CH:8]=1)(=[O:3])[CH3:2].[H-].[Na+].[C:12](=O)([O:16]CC)[O:13][CH2:14][CH3:15].Cl. (7) Given the product [Cl:4][C:7]1[S:8][C:9]2[CH:15]=[CH:14][C:13]([C:16]([F:19])([F:18])[F:17])=[CH:12][C:10]=2[N:11]=1, predict the reactants needed to synthesize it. The reactants are: S(Cl)([Cl:4])(=O)=O.S[C:7]1[S:8][C:9]2[CH:15]=[CH:14][C:13]([C:16]([F:19])([F:18])[F:17])=[CH:12][C:10]=2[N:11]=1. (8) Given the product [Cl:1][C:2]1[CH:36]=[CH:35][CH:34]=[C:33]([C:37]([F:39])([F:38])[F:40])[C:3]=1[C:4]([N:6]1[C:14]2[C:9](=[CH:10][CH:11]=[CH:12][CH:13]=2)[C:8]([C:15]2[CH:30]=[CH:29][C:18]([C:19]([O:21][CH2:22][C:23]3[CH:28]=[CH:27][CH:26]=[CH:25][CH:24]=3)=[O:20])=[C:17]([CH:31]=[O:32])[CH:16]=2)=[N:7]1)=[O:5], predict the reactants needed to synthesize it. The reactants are: [Cl:1][C:2]1[CH:36]=[CH:35][CH:34]=[C:33]([C:37]([F:40])([F:39])[F:38])[C:3]=1[C:4]([N:6]1[C:14]2[C:9](=[CH:10][CH:11]=[CH:12][CH:13]=2)[C:8]([C:15]2[CH:30]=[CH:29][C:18]([C:19]([O:21][CH2:22][C:23]3[CH:28]=[CH:27][CH:26]=[CH:25][CH:24]=3)=[O:20])=[C:17]([CH2:31][OH:32])[CH:16]=2)=[N:7]1)=[O:5].CC(OI1(OC(C)=O)(OC(C)=O)OC(=O)C2C=CC=CC1=2)=O. (9) The reactants are: [CH3:1][NH:2][C:3]([C:5]1[C:9]2[C:10]([CH3:22])([CH3:21])[CH:11](CC)[C:12]3[CH:13]=[N:14][C:15](N)=[N:16][C:17]=3[C:8]=2[N:7]([CH3:23])[N:6]=1)=[O:4].[I-:24].[Cs+].II.N(OCCC(C)C)=O. Given the product [CH3:1][NH:2][C:3]([C:5]1[C:9]2[C:10]([CH3:22])([CH3:21])[CH2:11][C:12]3[CH:13]=[N:14][C:15]([I:24])=[N:16][C:17]=3[C:8]=2[N:7]([CH3:23])[N:6]=1)=[O:4], predict the reactants needed to synthesize it. (10) Given the product [CH2:13]([C:11]1[S:12][C:8]([C:6]2[CH:5]=[CH:4][N:3]=[C:2]([NH:47][C:35]3[CH:36]=[CH:37][C:38]([O:39][CH2:40][CH2:41][N:42]4[CH2:43][CH2:44][CH2:45][CH2:46]4)=[C:33]([F:32])[CH:34]=3)[N:7]=2)=[C:9]([C:15]2[CH:16]=[C:17]([NH:21][C:22](=[O:31])[C:23]3[C:28]([F:29])=[CH:27][CH:26]=[CH:25][C:24]=3[F:30])[CH:18]=[CH:19][CH:20]=2)[N:10]=1)[CH3:14], predict the reactants needed to synthesize it. The reactants are: Cl[C:2]1[N:7]=[C:6]([C:8]2[S:12][C:11]([CH2:13][CH3:14])=[N:10][C:9]=2[C:15]2[CH:16]=[C:17]([NH:21][C:22](=[O:31])[C:23]3[C:28]([F:29])=[CH:27][CH:26]=[CH:25][C:24]=3[F:30])[CH:18]=[CH:19][CH:20]=2)[CH:5]=[CH:4][N:3]=1.[F:32][C:33]1[CH:34]=[C:35]([NH2:47])[CH:36]=[CH:37][C:38]=1[O:39][CH2:40][CH2:41][N:42]1[CH2:46][CH2:45][CH2:44][CH2:43]1.CC(O)C.Cl.